Dataset: Reaction yield outcomes from USPTO patents with 853,638 reactions. Task: Predict the reaction yield, written as a fraction of the theoretical maximum amount of product (1.0 means a 100% yield; for example, 0.34 means a 34% yield). (1) The reactants are [C:1]([C:5]1[CH:6]=[C:7]([CH:12]=[CH:13][C:14]=1[O:15][CH3:16])[C:8]([O:10]C)=[O:9])([CH3:4])([CH3:3])[CH3:2].CO.O.Cl. The catalyst is [OH-].[Na+]. The product is [C:1]([C:5]1[CH:6]=[C:7]([CH:12]=[CH:13][C:14]=1[O:15][CH3:16])[C:8]([OH:10])=[O:9])([CH3:4])([CH3:2])[CH3:3]. The yield is 0.930. (2) The reactants are C(OC([NH:11][CH:12]([CH2:21][O:22][CH3:23])[C:13](=[O:20])[C:14]([CH3:19])([CH3:18])[C:15]([O-])=[O:16])=O)C1C=CC=CC=1. The catalyst is CO.[C].[Pd]. The product is [CH3:23][O:22][CH2:21][CH:12]1[NH:11][C:15](=[O:16])[C:14]([CH3:19])([CH3:18])[C:13]1=[O:20]. The yield is 0.840.